Dataset: Full USPTO retrosynthesis dataset with 1.9M reactions from patents (1976-2016). Task: Predict the reactants needed to synthesize the given product. (1) Given the product [N:51]1[CH:52]=[CH:53][CH:54]=[C:49]([CH2:48][CH2:47][NH:46][C:57]([C:4]2[C:5]([C:36]3[CH:35]=[CH:34][CH:33]=[CH:32][C:31]=3[CH2:30][NH:29][C:27](=[O:28])[CH2:77][C:74]3[CH:75]=[CH:76][C:71]([O:70][CH3:69])=[CH:72][CH:73]=3)=[CH:6][CH:1]=[CH:2][CH:3]=2)=[O:58])[CH:50]=1, predict the reactants needed to synthesize it. The reactants are: [CH:1]1[CH:2]=[CH:3][C:4]2N(O)N=N[C:5]=2[CH:6]=1.CCN=C=NCCCN(C)C.C(O[C:27]([NH:29][CH2:30][C:31]1[CH:36]=[CH:35][CH:34]=[CH:33][C:32]=1C1C(C(O)=O)=CC=CC=1)=[O:28])(C)(C)C.[NH2:46][CH2:47][CH2:48][C:49]1[CH:50]=[N:51][CH:52]=[CH:53][CH:54]=1.FC(F)(F)[C:57](O)=[O:58].C(N(CC)CC)C.[CH3:69][O:70][C:71]1[CH:76]=[CH:75][C:74]([CH2:77]C(Cl)=O)=[CH:73][CH:72]=1. (2) Given the product [Br:17][C:18]1[CH:23]=[CH:22][C:21]([CH2:24][NH:25][C:14]([C@@H:9]2[CH2:10][C@@H:11]([OH:13])[CH2:12][N:8]2[C:6]([O:5][C:1]([CH3:2])([CH3:3])[CH3:4])=[O:7])=[O:16])=[CH:20][CH:19]=1, predict the reactants needed to synthesize it. The reactants are: [C:1]([O:5][C:6]([N:8]1[CH2:12][C@H:11]([OH:13])[CH2:10][C@H:9]1[C:14]([OH:16])=O)=[O:7])([CH3:4])([CH3:3])[CH3:2].[Br:17][C:18]1[CH:23]=[CH:22][C:21]([CH2:24][NH2:25])=[CH:20][CH:19]=1.CCN(C(C)C)C(C)C.CN(C(ON1N=NC2C=CC=NC1=2)=[N+](C)C)C.F[P-](F)(F)(F)(F)F. (3) Given the product [CH:1]1([CH2:6][C@H:7]([NH:19][C:20]([C:22]2[O:23][CH:24]=[CH:25][CH:26]=2)=[O:21])[C:8](=[O:18])[NH:9][CH:10]2[CH2:16][CH2:15][CH2:14][N:13]([C:32]([C:28]3[O:27][CH:31]=[CH:30][CH:29]=3)=[O:33])[CH2:12][CH:11]2[OH:17])[CH2:5][CH2:4][CH2:3][CH2:2]1, predict the reactants needed to synthesize it. The reactants are: [CH:1]1([CH2:6][C@H:7]([NH:19][C:20]([C:22]2[O:23][CH:24]=[CH:25][CH:26]=2)=[O:21])[C:8](=[O:18])[NH:9][CH:10]2[CH2:16][CH2:15][CH2:14][NH:13][CH2:12][CH:11]2[OH:17])[CH2:5][CH2:4][CH2:3][CH2:2]1.[O:27]1[CH:31]=[CH:30][CH:29]=[C:28]1[C:32](O)=[O:33].CN1CCOCC1.CN(C(ON1N=NC2C=CC=CC1=2)=[N+](C)C)C.F[P-](F)(F)(F)(F)F. (4) Given the product [CH2:1]([O:3][C:4]([CH:6]1[CH2:11][CH2:10][N:9]([C:17]([O:16][C:12]([CH3:15])([CH3:14])[CH3:13])=[O:18])[CH2:8][CH2:7]1)=[O:5])[CH3:2], predict the reactants needed to synthesize it. The reactants are: [CH2:1]([O:3][C:4]([CH:6]1[CH2:11][CH2:10][NH:9][CH2:8][CH2:7]1)=[O:5])[CH3:2].[C:12]([O:16][C:17](O[C:17]([O:16][C:12]([CH3:15])([CH3:14])[CH3:13])=[O:18])=[O:18])([CH3:15])([CH3:14])[CH3:13]. (5) Given the product [C:31]([O:30][C:28]([C@H:4]1[CH2:3][C:2]([F:1])([F:35])[CH2:7][NH:6][C@@H:5]1[C:18]([OH:20])=[O:19])=[O:29])([CH3:34])([CH3:32])[CH3:33], predict the reactants needed to synthesize it. The reactants are: [F:1][C:2]1([F:35])[CH2:7][N:6](C(OCC2C=CC=CC=2)=O)[C@H:5]([C:18]([O:20]CC2C=CC=CC=2)=[O:19])[C@@H:4]([C:28]([O:30][C:31]([CH3:34])([CH3:33])[CH3:32])=[O:29])[CH2:3]1.[H][H]. (6) Given the product [CH2:1]([N:5]1[C:13]2[C:12](=[O:14])[N:11]([CH3:15])[C:10]([O:33][C:32]3[CH:34]=[CH:35][CH:36]=[CH:37][C:31]=3[C:30](=[O:38])[NH2:39])=[N:9][C:8]=2[N:7]=[C:6]1[N:17]1[CH2:22][CH2:21][N:20]([C:23]([O:25][C:26]([CH3:29])([CH3:28])[CH3:27])=[O:24])[CH2:19][CH2:18]1)[C:2]#[C:3][CH3:4], predict the reactants needed to synthesize it. The reactants are: [CH2:1]([N:5]1[C:13]2[C:12](=[O:14])[N:11]([CH3:15])[C:10](Cl)=[N:9][C:8]=2[N:7]=[C:6]1[N:17]1[CH2:22][CH2:21][N:20]([C:23]([O:25][C:26]([CH3:29])([CH3:28])[CH3:27])=[O:24])[CH2:19][CH2:18]1)[C:2]#[C:3][CH3:4].[C:30]([NH2:39])(=[O:38])[C:31]1[C:32](=[CH:34][CH:35]=[CH:36][CH:37]=1)[OH:33].C(=O)([O-])[O-].[K+].[K+].O. (7) Given the product [OH:4][CH2:5][C:6]1[C:11]([CH3:12])=[C:10]([O:13][CH2:14][CH3:15])[CH:9]=[CH:8][N:7]=1, predict the reactants needed to synthesize it. The reactants are: C([O:4][CH2:5][C:6]1[C:11]([CH3:12])=[C:10]([O:13][CH2:14][CH3:15])[CH:9]=[CH:8][N:7]=1)(=O)C.[OH-].[Na+]. (8) Given the product [NH2:47][C:44]1[CH:43]=[CH:42][C:41]([CH2:40][C@H:14]([NH:13][C:11](=[O:12])[C@@H:10]([N:2]([CH3:1])[C:3](=[O:9])[O:4][C:5]([CH3:6])([CH3:7])[CH3:8])[CH3:50])[C:15](=[O:39])[N:16]2[C@H:25]([C:26](=[O:38])[NH:27][C@H:28]3[C:37]4[C:32](=[CH:33][CH:34]=[CH:35][CH:36]=4)[CH2:31][CH2:30][CH2:29]3)[CH2:24][C:23]3[C:18](=[CH:19][CH:20]=[CH:21][CH:22]=3)[CH2:17]2)=[CH:46][CH:45]=1, predict the reactants needed to synthesize it. The reactants are: [CH3:1][N:2]([C@@H:10]([CH3:50])[C:11]([NH:13][C@@H:14]([CH2:40][C:41]1[CH:46]=[CH:45][C:44]([N+:47]([O-])=O)=[CH:43][CH:42]=1)[C:15](=[O:39])[N:16]1[C@H:25]([C:26](=[O:38])[NH:27][C@H:28]2[C:37]3[C:32](=[CH:33][CH:34]=[CH:35][CH:36]=3)[CH2:31][CH2:30][CH2:29]2)[CH2:24][C:23]2[C:18](=[CH:19][CH:20]=[CH:21][CH:22]=2)[CH2:17]1)=[O:12])[C:3](=[O:9])[O:4][C:5]([CH3:8])([CH3:7])[CH3:6]. (9) Given the product [CH3:14][O:11][CH2:10][C:5]1[CH:6]=[CH:7][CH:8]=[CH:9][C:4]=1[N+:1]([O-:3])=[O:2], predict the reactants needed to synthesize it. The reactants are: [N+:1]([C:4]1[CH:9]=[CH:8][CH:7]=[CH:6][C:5]=1[CH2:10][OH:11])([O-:3])=[O:2].[OH-].[Na+].[CH3:14]OS(OC)(=O)=O.